Dataset: Full USPTO retrosynthesis dataset with 1.9M reactions from patents (1976-2016). Task: Predict the reactants needed to synthesize the given product. (1) Given the product [Cl:1][C:2]1[CH:3]=[CH:4][C:5]([O:10][CH:16]2[CH2:15][C:14]([CH3:24])([CH3:23])[O:13][C:12]([CH3:25])([CH3:11])[CH2:17]2)=[C:6]([CH:9]=1)[CH:7]=[O:8], predict the reactants needed to synthesize it. The reactants are: [Cl:1][C:2]1[CH:9]=[C:6]([CH:7]=[O:8])[C:5]([OH:10])=[CH:4][CH:3]=1.[CH3:11][C:12]1([CH3:25])[CH2:17][CH:16](OS(C)(=O)=O)[CH2:15][C:14]([CH3:24])([CH3:23])[O:13]1.C([O-])([O-])=O.[K+].[K+]. (2) Given the product [CH2:1]([C:3]1[N:13]([CH2:14][C:15]2[CH:16]=[CH:17][C:18](/[CH:21]=[CH:22]/[CH2:23][N:30]3[CH2:31][CH2:32][CH:27]([O:26][CH3:25])[CH2:28][CH2:29]3)=[CH:19][CH:20]=2)[C:6]2=[N:7][C:8]([CH3:12])=[CH:9][C:10]([CH3:11])=[C:5]2[N:4]=1)[CH3:2], predict the reactants needed to synthesize it. The reactants are: [CH2:1]([C:3]1[N:13]([CH2:14][C:15]2[CH:20]=[CH:19][C:18](/[CH:21]=[CH:22]/[CH2:23]O)=[CH:17][CH:16]=2)[C:6]2=[N:7][C:8]([CH3:12])=[CH:9][C:10]([CH3:11])=[C:5]2[N:4]=1)[CH3:2].[CH3:25][O:26][CH:27]1[CH2:32][CH2:31][NH:30][CH2:29][CH2:28]1. (3) Given the product [NH2:38][C:21]1[N:20]=[C:19]([C:5]2[C:4]3[C:8](=[CH:9][CH:10]=[C:2]([Br:1])[CH:3]=3)[NH:7][C:6]=2[C:11]2[CH:18]=[CH:17][C:14]([C:15]#[N:16])=[CH:13][CH:12]=2)[CH:24]=[CH:23][N:22]=1, predict the reactants needed to synthesize it. The reactants are: [Br:1][C:2]1[CH:3]=[C:4]2[C:8](=[CH:9][CH:10]=1)[NH:7][C:6]([C:11]1[CH:18]=[CH:17][C:14]([C:15]#[N:16])=[CH:13][CH:12]=1)=[C:5]2[C:19]1[CH:24]=[CH:23][N:22]=[C:21](SC)[N:20]=1.C1C=C(Cl)C=C(C(OO)=O)C=1.[NH4+:38].[Cl-].[NH4+].[OH-]. (4) Given the product [CH3:2][O:3][C:4]([C@H:6]1[CH2:11][CH2:10][C@H:9]([N:12]([C:21]([O:20][C:19]2[CH:18]=[CH:17][C:16]([Cl:24])=[CH:15][CH:14]=2)=[O:22])[CH3:13])[CH2:8][CH2:7]1)=[O:5], predict the reactants needed to synthesize it. The reactants are: Cl.[CH3:2][O:3][C:4]([C@H:6]1[CH2:11][CH2:10][C@H:9]([NH:12][CH3:13])[CH2:8][CH2:7]1)=[O:5].[CH:14]1[C:19]([O:20][C:21](Cl)=[O:22])=[CH:18][CH:17]=[C:16]([Cl:24])[CH:15]=1.